Dataset: Full USPTO retrosynthesis dataset with 1.9M reactions from patents (1976-2016). Task: Predict the reactants needed to synthesize the given product. Given the product [OH:14][S:11]([C:10]([F:23])([F:22])[F:9])(=[O:13])=[O:12].[NH:4]1[CH:5]=[CH:6][CH:7]=[CH:2][C:3]1=[O:8], predict the reactants needed to synthesize it. The reactants are: O[C:2]1[C:3](=[O:8])[NH:4][CH:5]=[CH:6][CH:7]=1.[F:9][C:10]([F:23])([F:22])[S:11]([O:14]S(C(F)(F)F)(=O)=O)(=[O:13])=[O:12].